Dataset: Reaction yield outcomes from USPTO patents with 853,638 reactions. Task: Predict the reaction yield, written as a fraction of the theoretical maximum amount of product (1.0 means a 100% yield; for example, 0.34 means a 34% yield). (1) The reactants are [Se](=O)=[O:2].Br[CH2:5][C:6]([C:8]1[CH:9]=[C:10]([CH3:14])[CH:11]=[CH:12][CH:13]=1)=[O:7].[CH2:15]([OH:17])[CH3:16]. No catalyst specified. The product is [CH3:14][C:10]1[CH:9]=[C:8]([C:6](=[O:7])[C:5]([O:17][CH2:15][CH3:16])=[O:2])[CH:13]=[CH:12][CH:11]=1. The yield is 0.810. (2) The reactants are [C:1]([O:5][C:6]([N:8]1[C:16]2[C:11](=[CH:12][C:13]([CH:17]=[CH2:18])=[CH:14][CH:15]=2)[CH:10]=[CH:9]1)=[O:7])([CH3:4])([CH3:3])[CH3:2].B1C2CCCC1CCC2.C1C[O:31]CC1. The catalyst is O.C(Cl)Cl. The product is [C:1]([O:5][C:6]([N:8]1[C:16]2[C:11](=[CH:12][C:13]([CH2:17][CH2:18][OH:31])=[CH:14][CH:15]=2)[CH:10]=[CH:9]1)=[O:7])([CH3:4])([CH3:3])[CH3:2]. The yield is 0.760. (3) The reactants are [S:1]1[C:5]([C:6]2[CH:7]=[C:8](Br)[CH:9]=[C:10]3[C:14]=2[NH:13][N:12]=[CH:11]3)=[CH:4][C:3]2[CH:16]=[CH:17][CH:18]=[CH:19][C:2]1=2.[B:20]1([B:20]2[O:24][C:23]([CH3:26])([CH3:25])[C:22]([CH3:28])([CH3:27])[O:21]2)[O:24][C:23]([CH3:26])([CH3:25])[C:22]([CH3:28])([CH3:27])[O:21]1.CC([O-])=O.[K+]. The catalyst is CN(C=O)C.C(Cl)Cl.C1C=CC(P(C2C=CC=CC=2)[C-]2C=CC=C2)=CC=1.C1C=CC(P(C2C=CC=CC=2)[C-]2C=CC=C2)=CC=1.Cl[Pd]Cl.[Fe+2]. The product is [S:1]1[C:5]([C:6]2[CH:7]=[C:8]([B:20]3[O:24][C:23]([CH3:26])([CH3:25])[C:22]([CH3:28])([CH3:27])[O:21]3)[CH:9]=[C:10]3[C:14]=2[NH:13][N:12]=[CH:11]3)=[CH:4][C:3]2[CH:16]=[CH:17][CH:18]=[CH:19][C:2]1=2. The yield is 0.390. (4) The reactants are [Cl:1][CH2:2]C(=O)CC1SC=CC=1.[S:11]1[CH:15]=[C:14]([CH2:16][C:17]([OH:19])=O)[C:13]2[CH:20]=[CH:21][CH:22]=[CH:23][C:12]1=2.S(Cl)(Cl)=O. No catalyst specified. The product is [S:11]1[CH:15]=[C:14]([CH2:16][C:17](=[O:19])[CH2:2][Cl:1])[C:13]2[CH:20]=[CH:21][CH:22]=[CH:23][C:12]1=2. The yield is 0.560. (5) The reactants are [C:1]([O:5][C:6]([N:8]1[CH2:14][CH2:13][C:12]2[C:15](OS(C(F)(F)F)(=O)=O)=[CH:16][CH:17]=[CH:18][C:11]=2[CH2:10][CH2:9]1)=[O:7])([CH3:4])([CH3:3])[CH3:2].[CH3:27][C:28]([CH3:32])([CH3:31])[C:29]#[CH:30]. No catalyst specified. The product is [C:1]([O:5][C:6]([N:8]1[CH2:14][CH2:13][C:12]2[C:15]([C:30]#[C:29][C:28]([CH3:32])([CH3:31])[CH3:27])=[CH:16][CH:17]=[CH:18][C:11]=2[CH2:10][CH2:9]1)=[O:7])([CH3:4])([CH3:3])[CH3:2]. The yield is 0.740.